Dataset: Forward reaction prediction with 1.9M reactions from USPTO patents (1976-2016). Task: Predict the product of the given reaction. (1) Given the reactants [C:1]([C:5]1[CH:10]=[C:9]([CH:11]2[CH2:15][CH2:14][CH2:13][O:12]2)[CH:8]=[CH:7][N:6]=1)([O:3]C)=O.[CH2:16]([C:23]1[CH:24]=[C:25]([C:29](=[O:31])[CH3:30])[CH:26]=[CH:27][CH:28]=1)[C:17]1[CH:22]=[CH:21][CH:20]=[CH:19][CH:18]=1.[O-]CC.[Na+], predict the reaction product. The product is: [CH2:16]([C:23]1[CH:24]=[C:25]([C:29](=[O:31])[CH2:30][C:1]([C:5]2[CH:10]=[C:9]([CH:11]3[CH2:15][CH2:14][CH2:13][O:12]3)[CH:8]=[CH:7][N:6]=2)=[O:3])[CH:26]=[CH:27][CH:28]=1)[C:17]1[CH:18]=[CH:19][CH:20]=[CH:21][CH:22]=1. (2) The product is: [F:13][C:14]1[CH:22]=[CH:21][CH:20]=[C:19]([F:23])[C:15]=1[C:16]([NH:1][C:2]1[CH:3]=[CH:4][C:5]([F:12])=[C:6]([CH:11]=1)[C:7]([O:9][CH3:10])=[O:8])=[O:17]. Given the reactants [NH2:1][C:2]1[CH:3]=[CH:4][C:5]([F:12])=[C:6]([CH:11]=1)[C:7]([O:9][CH3:10])=[O:8].[F:13][C:14]1[CH:22]=[CH:21][CH:20]=[C:19]([F:23])[C:15]=1[C:16](Cl)=[O:17], predict the reaction product. (3) Given the reactants [Cl:1][C:2]1[CH:7]=[CH:6][N:5]=[C:4]2[NH:8][C:9]([C:11]3[CH:16]=[CH:15][C:14]([CH2:17][N:18]4[CH2:23][CH2:22][O:21][CH2:20][CH2:19]4)=[CH:13][CH:12]=3)=[N:10][C:3]=12.[NH2:24][C:25]([C:27]1[CH:32]=[CH:31][C:30](B(O)O)=[CH:29][CH:28]=1)=[O:26].C(=O)([O-])[O-].[Na+].[Na+], predict the reaction product. The product is: [ClH:1].[N:18]1([CH2:17][C:14]2[CH:15]=[CH:16][C:11]([C:9]3[NH:8][C:4]4=[N:5][CH:6]=[CH:7][C:2]([C:30]5[CH:31]=[CH:32][C:27]([C:25]([NH2:24])=[O:26])=[CH:28][CH:29]=5)=[C:3]4[N:10]=3)=[CH:12][CH:13]=2)[CH2:23][CH2:22][O:21][CH2:20][CH2:19]1. (4) Given the reactants [C:1]([C:4]1[CH:9]=[CH:8][C:7]([Br:10])=[CH:6][N:5]=1)(=O)[CH3:2].[BH4-].[Na+].[OH2:13], predict the reaction product. The product is: [OH:13][CH2:2][CH:1]=[C:4]1[CH:9]=[CH:8][C:7]([Br:10])=[CH:6][NH:5]1. (5) Given the reactants [Cl:1][C:2]1[CH:23]=[CH:22][C:5]2[CH:6]([NH:18][CH2:19][CH2:20][SH:21])[C:7]3[CH:17]=[CH:16][CH:15]=[CH:14][C:8]=3[N:9]([CH3:13])[S:10](=[O:12])(=[O:11])[C:4]=2[CH:3]=1.C(=O)([O-])[O-].[K+].[K+].I[CH2:31][C:32]([OH:34])=[O:33], predict the reaction product. The product is: [Cl:1][C:2]1[CH:23]=[CH:22][C:5]2[CH:6]([NH:18][CH2:19][CH2:20][S:21][CH2:31][C:32]([OH:34])=[O:33])[C:7]3[CH:17]=[CH:16][CH:15]=[CH:14][C:8]=3[N:9]([CH3:13])[S:10](=[O:11])(=[O:12])[C:4]=2[CH:3]=1. (6) Given the reactants OC1C2N=NNC=2C=CC=1.Cl.CN(C)CCCN=C=NCC.[CH2:23]([NH2:30])[C:24]1[CH:29]=[CH:28][CH:27]=[CH:26][CH:25]=1.[CH3:31][C:32]1[NH:33][CH:34]=[C:35]([CH3:40])[C:36]=1[C:37](O)=[O:38].[OH-].[Na+], predict the reaction product. The product is: [CH2:23]([NH:30][C:37]([C:36]1[C:35]([CH3:40])=[CH:34][NH:33][C:32]=1[CH3:31])=[O:38])[C:24]1[CH:29]=[CH:28][CH:27]=[CH:26][CH:25]=1. (7) Given the reactants [NH2:1][C:2]1[CH:3]=[C:4]([CH:8]([NH:12][C:13]2[CH:18]=[N:17][CH:16]=[C:15](Cl)[N:14]=2)[CH2:9][CH2:10][CH3:11])[CH:5]=[CH:6][CH:7]=1.C(N(CC)CC)C.[C:27](Cl)(=[O:29])[CH3:28].[Cl:31]CCl, predict the reaction product. The product is: [Cl:31][C:16]1[N:17]=[CH:18][C:13]([NH:12][CH:8]([C:4]2[CH:3]=[C:2]([NH:1][C:27](=[O:29])[CH3:28])[CH:7]=[CH:6][CH:5]=2)[CH2:9][CH2:10][CH3:11])=[N:14][CH:15]=1. (8) Given the reactants [Cl:1][C:2]1[N:10]=[C:9]2[C:5]([N:6]=[CH:7][N:8]2[CH:11]([CH3:13])[CH3:12])=[C:4](Cl)[N:3]=1.[N:15]1[CH:20]=[CH:19][CH:18]=[C:17]([CH2:21][NH2:22])[CH:16]=1.CCN(CC)CC, predict the reaction product. The product is: [Cl:1][C:2]1[N:10]=[C:9]2[C:5]([N:6]=[CH:7][N:8]2[CH:11]([CH3:13])[CH3:12])=[C:4]([NH:22][CH2:21][C:17]2[CH:16]=[N:15][CH:20]=[CH:19][CH:18]=2)[N:3]=1. (9) The product is: [CH3:9][N:6]1[CH2:7][CH2:8][CH:3]([CH:2]([C:16]2[CH:21]=[CH:20][CH:19]=[CH:18][CH:17]=2)[NH2:1])[CH2:4][CH2:5]1. Given the reactants [NH2:1][CH:2]([C:16]1[CH:21]=[CH:20][CH:19]=[CH:18][CH:17]=1)[CH:3]1[CH2:8][CH2:7][N:6]([C:9](OC(C)(C)C)=O)[CH2:5][CH2:4]1.[H-].[H-].[H-].[H-].[Li+].[Al+3], predict the reaction product. (10) Given the reactants [F:1][C:2]1[CH:3]=[C:4]2[C:9]3=[C:10]([N:12]=[C:13]([CH2:14][N:15]4[CH2:20][CH2:19][CH:18]([C:21]5[CH:26]=[CH:25][C:24]([F:27])=[CH:23][CH:22]=5)[CH2:17][CH2:16]4)[N:8]3[CH2:7][CH2:6][C:5]2(OC)[O:28]C)[CH:11]=1, predict the reaction product. The product is: [F:1][C:2]1[CH:3]=[C:4]2[CH:9]3[CH:10]([N:12]=[C:13]([CH2:14][N:15]4[CH2:16][CH2:17][CH:18]([C:21]5[CH:26]=[CH:25][C:24]([F:27])=[CH:23][CH:22]=5)[CH2:19][CH2:20]4)[N:8]3[CH2:7][CH2:6][C:5]2=[O:28])[CH:11]=1.